Dataset: Full USPTO retrosynthesis dataset with 1.9M reactions from patents (1976-2016). Task: Predict the reactants needed to synthesize the given product. (1) Given the product [CH3:14][C:7]1[CH:6]=[C:5]([CH:3]2[CH2:2][O:4]2)[CH:10]=[CH:9][C:8]=1[N+:11]([O-:13])=[O:12], predict the reactants needed to synthesize it. The reactants are: Br[CH2:2][C:3]([C:5]1[CH:10]=[CH:9][C:8]([N+:11]([O-:13])=[O:12])=[C:7]([CH3:14])[CH:6]=1)=[O:4].ClCC(C1C=CC([N+]([O-])=O)=C(C)C=1)=O.[BH4-].[Na+].C[O-].[Na+]. (2) Given the product [CH3:1][O:2][C:3](=[O:11])[C:4]1[CH:9]=[CH:8][C:7]([O:18][C:19]2[CH:32]=[C:23]([C:24](=[O:25])[NH:26][C:27]3[S:28][CH:29]=[CH:30][N:31]=3)[CH:22]=[C:21]([O:33][CH:34]([CH3:36])[CH3:35])[CH:20]=2)=[N:6][CH:5]=1, predict the reactants needed to synthesize it. The reactants are: [CH3:1][O:2][C:3](=[O:11])[C:4]1[CH:9]=[CH:8][C:7](Cl)=[N:6][CH:5]=1.C(=O)([O-])[O-].[K+].[K+].[OH:18][C:19]1[CH:20]=[C:21]([O:33][CH:34]([CH3:36])[CH3:35])[CH:22]=[C:23]([CH:32]=1)[C:24]([NH:26][C:27]1[S:28][CH:29]=[CH:30][N:31]=1)=[O:25].O. (3) Given the product [CH2:30]([OH:35])[CH2:29][CH2:28][CH2:27][CH2:26][CH2:25][CH:24]([OH:31])[CH2:23][CH2:22][CH2:21][C:20]#[CH:19], predict the reactants needed to synthesize it. The reactants are: [N+](CCCC)(CCCC)(CCCC)CCCC.[F-].[CH:19]#[C:20][CH2:21][CH2:22][CH2:23][CH:24]([OH:31])[CH2:25][CH2:26][CH2:27][CH2:28][CH2:29][CH3:30].C1C[O:35]CC1. (4) Given the product [CH3:28][N:29]([CH3:30])[CH2:31][C:32]#[C:33][C:13]1[CH:12]=[C:11]2[C:16]([C:7](=[N:6][OH:5])[CH:8]=[C:9]([C:18]3[N:19]=[CH:20][C:21]4[C:26]([CH:27]=3)=[CH:25][CH:24]=[CH:23][CH:22]=4)[O:10]2)=[CH:15][CH:14]=1, predict the reactants needed to synthesize it. The reactants are: C([O:5][N:6]=[C:7]1[C:16]2[C:11](=[CH:12][C:13](Br)=[CH:14][CH:15]=2)[O:10][C:9]([C:18]2[N:19]=[CH:20][C:21]3[C:26]([CH:27]=2)=[CH:25][CH:24]=[CH:23][CH:22]=3)=[CH:8]1)(C)(C)C.[CH3:28][N:29]([CH2:31][C:32]#[CH:33])[CH3:30].